From a dataset of NCI-60 drug combinations with 297,098 pairs across 59 cell lines. Regression. Given two drug SMILES strings and cell line genomic features, predict the synergy score measuring deviation from expected non-interaction effect. (1) Drug 1: C1=CN(C(=O)N=C1N)C2C(C(C(O2)CO)O)O.Cl. Drug 2: CC1=C(C(=CC=C1)Cl)NC(=O)C2=CN=C(S2)NC3=CC(=NC(=N3)C)N4CCN(CC4)CCO. Cell line: COLO 205. Synergy scores: CSS=37.9, Synergy_ZIP=-1.20, Synergy_Bliss=-4.56, Synergy_Loewe=-13.3, Synergy_HSA=-4.23. (2) Drug 1: CN1CCC(CC1)COC2=C(C=C3C(=C2)N=CN=C3NC4=C(C=C(C=C4)Br)F)OC. Drug 2: C#CCC(CC1=CN=C2C(=N1)C(=NC(=N2)N)N)C3=CC=C(C=C3)C(=O)NC(CCC(=O)O)C(=O)O. Cell line: SR. Synergy scores: CSS=3.02, Synergy_ZIP=-4.88, Synergy_Bliss=-13.1, Synergy_Loewe=-37.4, Synergy_HSA=-13.4. (3) Drug 1: C1=CN(C=N1)CC(O)(P(=O)(O)O)P(=O)(O)O. Cell line: HT29. Drug 2: B(C(CC(C)C)NC(=O)C(CC1=CC=CC=C1)NC(=O)C2=NC=CN=C2)(O)O. Synergy scores: CSS=26.9, Synergy_ZIP=6.54, Synergy_Bliss=4.15, Synergy_Loewe=-43.9, Synergy_HSA=1.18. (4) Drug 1: CC1=C2C(C(=O)C3(C(CC4C(C3C(C(C2(C)C)(CC1OC(=O)C(C(C5=CC=CC=C5)NC(=O)OC(C)(C)C)O)O)OC(=O)C6=CC=CC=C6)(CO4)OC(=O)C)O)C)O. Drug 2: CN(CCCl)CCCl.Cl. Cell line: T-47D. Synergy scores: CSS=32.6, Synergy_ZIP=-13.0, Synergy_Bliss=-5.02, Synergy_Loewe=-6.72, Synergy_HSA=-4.80. (5) Drug 1: C1=C(C(=O)NC(=O)N1)N(CCCl)CCCl. Drug 2: CC12CCC3C(C1CCC2OP(=O)(O)O)CCC4=C3C=CC(=C4)OC(=O)N(CCCl)CCCl.[Na+]. Cell line: IGROV1. Synergy scores: CSS=4.33, Synergy_ZIP=-13.6, Synergy_Bliss=-21.1, Synergy_Loewe=-26.9, Synergy_HSA=-18.5. (6) Drug 1: C1CCN(CC1)CCOC2=CC=C(C=C2)C(=O)C3=C(SC4=C3C=CC(=C4)O)C5=CC=C(C=C5)O. Drug 2: CN1CCC(CC1)COC2=C(C=C3C(=C2)N=CN=C3NC4=C(C=C(C=C4)Br)F)OC. Cell line: MALME-3M. Synergy scores: CSS=4.04, Synergy_ZIP=-0.842, Synergy_Bliss=-0.0471, Synergy_Loewe=-1.57, Synergy_HSA=-1.63. (7) Drug 1: CC1C(C(CC(O1)OC2CC(CC3=C2C(=C4C(=C3O)C(=O)C5=C(C4=O)C(=CC=C5)OC)O)(C(=O)CO)O)N)O. Cell line: NCIH23. Drug 2: C1CC(CCC1OC2=C(C(=CC=C2)Cl)F)(CC3=NC(=CC=C3)NC4=NC=CS4)C(=O)O. Synergy scores: CSS=80.7, Synergy_ZIP=0.726, Synergy_Bliss=0.341, Synergy_Loewe=-0.188, Synergy_HSA=6.47. (8) Drug 1: C1=CN(C(=O)N=C1N)C2C(C(C(O2)CO)O)O.Cl. Drug 2: C#CCC(CC1=CN=C2C(=N1)C(=NC(=N2)N)N)C3=CC=C(C=C3)C(=O)NC(CCC(=O)O)C(=O)O. Cell line: PC-3. Synergy scores: CSS=71.1, Synergy_ZIP=9.14, Synergy_Bliss=-7.00, Synergy_Loewe=59.3, Synergy_HSA=-3.64. (9) Drug 1: CC1=C2C(C(=O)C3(C(CC4C(C3C(C(C2(C)C)(CC1OC(=O)C(C(C5=CC=CC=C5)NC(=O)OC(C)(C)C)O)O)OC(=O)C6=CC=CC=C6)(CO4)OC(=O)C)O)C)O. Drug 2: CN(CC1=CN=C2C(=N1)C(=NC(=N2)N)N)C3=CC=C(C=C3)C(=O)NC(CCC(=O)O)C(=O)O. Cell line: SW-620. Synergy scores: CSS=35.6, Synergy_ZIP=4.37, Synergy_Bliss=2.13, Synergy_Loewe=-18.3, Synergy_HSA=-0.241. (10) Drug 1: CN(C)N=NC1=C(NC=N1)C(=O)N. Drug 2: CCCCCOC(=O)NC1=NC(=O)N(C=C1F)C2C(C(C(O2)C)O)O. Cell line: HCC-2998. Synergy scores: CSS=14.2, Synergy_ZIP=-2.53, Synergy_Bliss=1.98, Synergy_Loewe=-1.23, Synergy_HSA=0.800.